Task: Regression. Given a peptide amino acid sequence and an MHC pseudo amino acid sequence, predict their binding affinity value. This is MHC class I binding data.. Dataset: Peptide-MHC class I binding affinity with 185,985 pairs from IEDB/IMGT (1) The peptide sequence is TVPWPNETLV. The MHC is Mamu-A02 with pseudo-sequence Mamu-A02. The binding affinity (normalized) is 0. (2) The peptide sequence is KKSAFYQSY. The MHC is HLA-B15:17 with pseudo-sequence HLA-B15:17. The binding affinity (normalized) is 0.0847. (3) The peptide sequence is DRLASTVIY. The MHC is HLA-A02:19 with pseudo-sequence HLA-A02:19. The binding affinity (normalized) is 0.0847. (4) The peptide sequence is CTVQEFIFSA. The MHC is HLA-A02:01 with pseudo-sequence HLA-A02:01. The binding affinity (normalized) is 0.600. (5) The peptide sequence is YCAVVPLVY. The MHC is HLA-B58:01 with pseudo-sequence HLA-B58:01. The binding affinity (normalized) is 0.334. (6) The peptide sequence is GTVLVQVKY. The MHC is HLA-A30:02 with pseudo-sequence HLA-A30:02. The binding affinity (normalized) is 0.211. (7) The peptide sequence is SYINRTGTF. The MHC is HLA-B15:01 with pseudo-sequence HLA-B15:01. The binding affinity (normalized) is 0.411. (8) The peptide sequence is LELRSRYWA. The MHC is HLA-B18:01 with pseudo-sequence HLA-B18:01. The binding affinity (normalized) is 0.357.